Dataset: Forward reaction prediction with 1.9M reactions from USPTO patents (1976-2016). Task: Predict the product of the given reaction. (1) Given the reactants [NH2:1][C:2]1[C:6]([C:7]([C:9]2[S:10][CH:11]=[CH:12][CH:13]=2)=[O:8])=[CH:5][NH:4][N:3]=1.CN(C)[CH:16]=[CH:17][C:18]([C:20]1[CH:25]=[CH:24][CH:23]=[C:22]([N+:26]([O-:28])=[O:27])[CH:21]=1)=O.O, predict the reaction product. The product is: [N+:26]([C:22]1[CH:21]=[C:20]([C:18]2[N:3]3[N:4]=[CH:5][C:6]([C:7]([C:9]4[S:10][CH:11]=[CH:12][CH:13]=4)=[O:8])=[C:2]3[N:1]=[CH:16][CH:17]=2)[CH:25]=[CH:24][CH:23]=1)([O-:28])=[O:27]. (2) Given the reactants Br[C:2]1[CH:3]=[N:4][C:5]([O:8][C@@H:9]2[CH:14]3[CH2:15][CH2:16][N:11]([CH2:12][CH2:13]3)[CH2:10]2)=[N:6][CH:7]=1.[NH:17]1[C:25]2[C:20](=[CH:21][C:22](B(O)O)=[CH:23][CH:24]=2)[CH:19]=[CH:18]1.N, predict the reaction product. The product is: [N:11]12[CH2:16][CH2:15][CH:14]([CH2:13][CH2:12]1)[C@@H:9]([O:8][C:5]1[N:4]=[CH:3][C:2]([C:22]3[CH:21]=[C:20]4[C:25](=[CH:24][CH:23]=3)[NH:17][CH:18]=[CH:19]4)=[CH:7][N:6]=1)[CH2:10]2. (3) The product is: [CH2:6]([N:13]1[C:21]2[C:16](=[CH:17][CH:18]=[CH:19][CH:20]=2)[C:15]([CH2:23][OH:24])=[N:14]1)[C:7]1[CH:12]=[CH:11][CH:10]=[CH:9][CH:8]=1. Given the reactants C([Mg]Cl)(C)C.[CH2:6]([N:13]1[C:21]2[C:16](=[CH:17][CH:18]=[CH:19][CH:20]=2)[C:15](Br)=[N:14]1)[C:7]1[CH:12]=[CH:11][CH:10]=[CH:9][CH:8]=1.[CH2:23]=[O:24].OP(O)(O)=O, predict the reaction product. (4) Given the reactants Cl[CH2:2][C:3]1[CH:8]=[CH:7][C:6]([C@H:9]([C:27]2[CH:32]=[CH:31][C:30]([Cl:33])=[CH:29][CH:28]=2)[N:10]2[CH2:13][C:12](=[C:14]([C:19]3[CH:24]=[C:23]([F:25])[CH:22]=[C:21]([F:26])[CH:20]=3)[S:15]([CH3:18])(=[O:17])=[O:16])[CH2:11]2)=[CH:5][CH:4]=1.[NH:34]1[CH2:39][CH2:38][NH:37][CH2:36][C:35]1=[O:40], predict the reaction product. The product is: [Cl:33][C:30]1[CH:29]=[CH:28][C:27]([C@@H:9]([C:6]2[CH:5]=[CH:4][C:3]([CH2:2][N:37]3[CH2:38][CH2:39][NH:34][C:35](=[O:40])[CH2:36]3)=[CH:8][CH:7]=2)[N:10]2[CH2:13][C:12](=[C:14]([C:19]3[CH:24]=[C:23]([F:25])[CH:22]=[C:21]([F:26])[CH:20]=3)[S:15]([CH3:18])(=[O:17])=[O:16])[CH2:11]2)=[CH:32][CH:31]=1. (5) Given the reactants [NH2:1][C:2]1[S:3][CH:4]=[C:5]([CH2:11][O:12][CH2:13][O:14][CH3:15])[C:6]=1[S:7]([NH2:10])(=[O:9])=[O:8].[CH2:16]([O:18][C:19](=[O:28])[CH:20]=[C:21](OCC)OCC)[CH3:17].C(N(CC)CC)C, predict the reaction product. The product is: [CH2:16]([O:18][C:19](=[O:28])[CH2:20][C:21]1[NH:1][C:2]2[S:3][CH:4]=[C:5]([CH2:11][O:12][CH2:13][O:14][CH3:15])[C:6]=2[S:7](=[O:8])(=[O:9])[N:10]=1)[CH3:17].